This data is from Forward reaction prediction with 1.9M reactions from USPTO patents (1976-2016). The task is: Predict the product of the given reaction. (1) Given the reactants [Br:1][C:2]1[S:3][CH:4]=[CH:5][CH:6]=1.[C:7](Cl)(=[O:14])[CH2:8][CH2:9][CH2:10][CH2:11][CH2:12][CH3:13].[Al+3].[Cl-].[Cl-].[Cl-], predict the reaction product. The product is: [C:7]([C:4]1[S:3][C:2]([Br:1])=[CH:6][CH:5]=1)(=[O:14])[CH2:8][CH2:9][CH2:10][CH2:11][CH2:12][CH3:13]. (2) Given the reactants Cl[C:2]1[CH:7]=[CH:6][N:5]=[C:4]2[C:8](=[C:18]3[CH2:23][CH2:22][N:21]([C:24](=[O:32])[CH2:25][C:26]4[CH:27]=[N:28][CH:29]=[CH:30][CH:31]=4)[CH2:20][CH2:19]3)[C:9]3[CH:16]=[CH:15][C:14]([Cl:17])=[CH:13][C:10]=3[CH2:11][CH2:12][C:3]=12.[CH:33]1[CH:34]=[CH:35][C:36]2[N:41]([OH:42])[N:40]=[N:39][C:37]=2[CH:38]=1.[H-].[Na+].[OH-].[Na+], predict the reaction product. The product is: [N:41]1([O:42][C:2]2[CH:7]=[CH:6][N:5]=[C:4]3[C:8](=[C:18]4[CH2:23][CH2:22][N:21]([C:24](=[O:32])[CH2:25][C:26]5[CH:27]=[N:28][CH:29]=[CH:30][CH:31]=5)[CH2:20][CH2:19]4)[C:9]4[CH:16]=[CH:15][C:14]([Cl:17])=[CH:13][C:10]=4[CH2:11][CH2:12][C:3]=23)[C:36]2[CH:35]=[CH:34][CH:33]=[CH:38][C:37]=2[N:39]=[N:40]1. (3) Given the reactants [Br:1][C:2]1[CH:7]=[CH:6][C:5]([CH2:8][CH2:9][NH:10]C(=O)C(F)(F)F)=[C:4]([N+:17]([O-:19])=[O:18])[CH:3]=1.[OH-].[Na+], predict the reaction product. The product is: [Br:1][C:2]1[CH:7]=[CH:6][C:5]([CH2:8][CH2:9][NH2:10])=[C:4]([N+:17]([O-:19])=[O:18])[CH:3]=1. (4) The product is: [Cl:22][C:4]1[CH:3]=[C:2]([C:27]2[CH:28]=[CH:29][C:24]([F:23])=[CH:25][CH:26]=2)[CH:20]=[C:19]([Cl:21])[C:5]=1[CH2:6][N:7]1[CH2:11][CH2:10][CH:9]([N:12]2[CH2:17][CH2:16][CH2:15][CH2:14][CH2:13]2)[C:8]1=[O:18]. Given the reactants Br[C:2]1[CH:20]=[C:19]([Cl:21])[C:5]([CH2:6][N:7]2[CH2:11][CH2:10][CH:9]([N:12]3[CH2:17][CH2:16][CH2:15][CH2:14][CH2:13]3)[C:8]2=[O:18])=[C:4]([Cl:22])[CH:3]=1.[F:23][C:24]1[CH:29]=[CH:28][C:27](B(O)O)=[CH:26][CH:25]=1.N#N, predict the reaction product.